Dataset: Catalyst prediction with 721,799 reactions and 888 catalyst types from USPTO. Task: Predict which catalyst facilitates the given reaction. (1) Reactant: [CH3:1][O:2][CH2:3][C:4]1[CH:25]=[CH:24][C:7]([C:8]([N:10]2[CH2:15][CH2:14][CH:13]([C:16]3[CH:23]=[CH:22][C:19]([C:20]#[N:21])=[CH:18][CH:17]=3)[CH2:12][CH2:11]2)=[O:9])=[CH:6][C:5]=1[N+:26]([O-])=O. Product: [NH2:26][C:5]1[CH:6]=[C:7]([CH:24]=[CH:25][C:4]=1[CH2:3][O:2][CH3:1])[C:8]([N:10]1[CH2:11][CH2:12][CH:13]([C:16]2[CH:23]=[CH:22][C:19]([C:20]#[N:21])=[CH:18][CH:17]=2)[CH2:14][CH2:15]1)=[O:9]. The catalyst class is: 92. (2) Product: [Cl:1][C:2]1[CH:3]=[CH:4][C:5]([C:8]2[N:9]=[CH:10][C:11]([C:21]([O:23][C:24]([CH3:27])([CH3:26])[CH3:25])=[O:22])=[N:12][C:13]=2[C:14]2[CH:19]=[CH:18][C:17]([Cl:20])=[CH:16][CH:15]=2)=[CH:6][CH:7]=1. The catalyst class is: 11. Reactant: [Cl:1][C:2]1[CH:7]=[CH:6][C:5]([C:8]2[N:9]=[CH:10][C:11]([C:21]([OH:23])=[O:22])=[N:12][C:13]=2[C:14]2[CH:19]=[CH:18][C:17]([Cl:20])=[CH:16][CH:15]=2)=[CH:4][CH:3]=1.[C:24](OC(N(C)C)O[C:24]([CH3:27])([CH3:26])[CH3:25])([CH3:27])([CH3:26])[CH3:25].O.C(OCC)C. (3) The catalyst class is: 235. Reactant: Br[C:2]1[N:3]=[C:4]2[CH:10]=[CH:9][N:8]([S:11]([C:14]3[CH:20]=[CH:19][C:17]([CH3:18])=[CH:16][CH:15]=3)(=[O:13])=[O:12])[C:5]2=[N:6][CH:7]=1.[CH3:21][OH:22].[C]=O.CN([CH:28]=[O:29])C. Product: [S:11]([N:8]1[C:5]2=[N:6][CH:7]=[C:2]([C:21]([O:29][CH3:28])=[O:22])[N:3]=[C:4]2[CH:10]=[CH:9]1)([C:14]1[CH:20]=[CH:19][C:17]([CH3:18])=[CH:16][CH:15]=1)(=[O:13])=[O:12]. (4) Reactant: [CH2:1]([NH:5][CH2:6][C:7]1[S:8][C:9]([C:12]2[CH:17]=[CH:16][CH:15]=[C:14]([S:18]([CH3:21])(=[O:20])=[O:19])[CH:13]=2)=[CH:10][CH:11]=1)[CH:2]([CH3:4])[CH3:3].[Cl:22][C:23]1[CH:24]=[CH:25][C:26]([O:33][CH3:34])=[C:27]([S:29](Cl)(=[O:31])=[O:30])[CH:28]=1.C(N(CC)C(C)C)(C)C. Product: [Cl:22][C:23]1[CH:24]=[CH:25][C:26]([O:33][CH3:34])=[C:27]([S:29]([N:5]([CH2:1][CH:2]([CH3:4])[CH3:3])[CH2:6][C:7]2[S:8][C:9]([C:12]3[CH:17]=[CH:16][CH:15]=[C:14]([S:18]([CH3:21])(=[O:20])=[O:19])[CH:13]=3)=[CH:10][CH:11]=2)(=[O:30])=[O:31])[CH:28]=1. The catalyst class is: 4. (5) Reactant: [Br:1][C:2]1[CH:9]=[C:8](F)[CH:7]=[CH:6][C:3]=1[C:4]#[N:5].[CH2:11]([O:18][CH2:19][C@H:20]([C:22]([NH2:24])=[O:23])[NH2:21])[C:12]1[CH:17]=[CH:16][CH:15]=[CH:14][CH:13]=1.CCN(C(C)C)C(C)C.O. Product: [CH2:11]([O:18][CH2:19][C@@H:20]([NH:21][C:8]1[CH:7]=[CH:6][C:3]([C:4]#[N:5])=[C:2]([Br:1])[CH:9]=1)[C:22]([NH2:24])=[O:23])[C:12]1[CH:17]=[CH:16][CH:15]=[CH:14][CH:13]=1. The catalyst class is: 197. (6) Reactant: [F:1][C:2]1[CH:44]=[C:43]([F:45])[CH:42]=[CH:41][C:3]=1[O:4][C:5]1[C:19]([C:20]2[C:21]3[CH:30]=[CH:29][N:28]([S:31]([C:34]4[CH:39]=[CH:38][C:37]([CH3:40])=[CH:36][CH:35]=4)(=[O:33])=[O:32])[C:22]=3[C:23](=[O:27])[N:24]([CH3:26])[CH:25]=2)=[CH:18][C:8]2[N:9](C3CCCCO3)[N:10]=[N:11][C:7]=2[CH:6]=1.Cl.O. Product: [F:1][C:2]1[CH:44]=[C:43]([F:45])[CH:42]=[CH:41][C:3]=1[O:4][C:5]1[C:19]([C:20]2[C:21]3[CH:30]=[CH:29][N:28]([S:31]([C:34]4[CH:35]=[CH:36][C:37]([CH3:40])=[CH:38][CH:39]=4)(=[O:33])=[O:32])[C:22]=3[C:23](=[O:27])[N:24]([CH3:26])[CH:25]=2)=[CH:18][C:8]2[NH:9][N:10]=[N:11][C:7]=2[CH:6]=1. The catalyst class is: 5. (7) Reactant: [N:1]1[CH:6]=[CH:5][C:4]([C:7]2[C:11]3[CH2:12][N:13](C(OC(C)(C)C)=O)[CH2:14][CH2:15][C:10]=3[NH:9][N:8]=2)=[CH:3][CH:2]=1.[ClH:23]. Product: [ClH:23].[N:1]1[CH:2]=[CH:3][C:4]([C:7]2[C:11]3[CH2:12][NH:13][CH2:14][CH2:15][C:10]=3[NH:9][N:8]=2)=[CH:5][CH:6]=1. The catalyst class is: 12.